Dataset: Reaction yield outcomes from USPTO patents with 853,638 reactions. Task: Predict the reaction yield, written as a fraction of the theoretical maximum amount of product (1.0 means a 100% yield; for example, 0.34 means a 34% yield). (1) The reactants are [Br:1][C:2]1[CH:3]=[C:4]([O:20][CH3:21])[C:5]([Cl:19])=[C:6]([C:8]([C:10]2[CH:15]=[CH:14][C:13]([O:16][CH2:17][CH3:18])=[CH:12][CH:11]=2)=O)[CH:7]=1.C([SiH](CC)CC)C.B(F)(F)F.CCOCC.C([O-])([O-])=O.[K+].[K+]. The catalyst is C(Cl)Cl.CC#N. The product is [Br:1][C:2]1[CH:3]=[C:4]([O:20][CH3:21])[C:5]([Cl:19])=[C:6]([CH2:8][C:10]2[CH:11]=[CH:12][C:13]([O:16][CH2:17][CH3:18])=[CH:14][CH:15]=2)[CH:7]=1. The yield is 0.870. (2) The reactants are C([O-])C.[Na+].Cl.Cl.[NH:7]([C:9]1[CH:10]=[N:11][CH:12]=[CH:13][CH:14]=1)[NH2:8].[C:15](#[N:18])[CH:16]=[CH2:17].Cl. No catalyst specified. The product is [N:11]1[CH:12]=[CH:13][CH:14]=[C:9]([N:7]2[CH2:17][CH2:16][C:15]([NH2:18])=[N:8]2)[CH:10]=1. The yield is 0.740. (3) The reactants are [OH:1][C:2]1[CH:3]=[CH:4][C:5]([CH3:8])=[N:6][CH:7]=1.F[C:10]1[CH:15]=[CH:14][C:13]([N+:16]([O-:18])=[O:17])=[CH:12][CH:11]=1.C([O-])([O-])=O.[K+].[K+].O. The product is [CH3:8][C:5]1[N:6]=[CH:7][C:2]([O:1][C:10]2[CH:15]=[CH:14][C:13]([N+:16]([O-:18])=[O:17])=[CH:12][CH:11]=2)=[CH:3][CH:4]=1. The yield is 0.830. The catalyst is CN(C=O)C. (4) The yield is 0.240. The reactants are [NH2:1][C@H:2]1[CH2:7][CH2:6][C@H:5]([CH2:8][CH2:9][N:10]2[C:15]3[CH:16]=[C:17]([O:20][CH3:21])[CH:18]=[CH:19][C:14]=3[O:13][CH2:12][C:11]2=[O:22])[CH2:4][CH2:3]1.[O:23]=[C:24]1[CH2:29][O:28][C:27]2[CH:30]=[CH:31][C:32]([CH:34]=O)=[N:33][C:26]=2[NH:25]1.C([BH3-])#N.[Na+]. The product is [CH3:21][O:20][C:17]1[CH:18]=[CH:19][C:14]2[O:13][CH2:12][C:11](=[O:22])[N:10]([CH2:9][CH2:8][C@H:5]3[CH2:6][CH2:7][C@H:2]([NH:1][CH2:34][C:32]4[CH:31]=[CH:30][C:27]5[O:28][CH2:29][C:24](=[O:23])[NH:25][C:26]=5[N:33]=4)[CH2:3][CH2:4]3)[C:15]=2[CH:16]=1. No catalyst specified.